Dataset: Full USPTO retrosynthesis dataset with 1.9M reactions from patents (1976-2016). Task: Predict the reactants needed to synthesize the given product. (1) Given the product [CH:8]([C:10]1[CH:15]=[CH:14][C:13]([CH2:16][S:1][C:2]2[NH:3][N:4]=[N:5][CH:6]=2)=[CH:12][CH:11]=1)=[CH2:9], predict the reactants needed to synthesize it. The reactants are: [SH:1][C:2]1[N:3]=[N:4][NH:5][CH:6]=1.[Cl-].[CH:8]([C:10]1[CH:15]=[CH:14][CH:13]=[CH:12][CH:11]=1)=[CH2:9].[CH2:16](O)C. (2) Given the product [Cl:9][C:5]1[N:4]=[N:3][C:2]([CH:11]([C:12]([O:14][CH2:15][CH3:16])=[O:13])[C:10]([O:18][CH2:19][CH3:20])=[O:17])=[C:7]([CH3:8])[CH:6]=1, predict the reactants needed to synthesize it. The reactants are: Cl[C:2]1[N:3]=[N:4][C:5]([Cl:9])=[CH:6][C:7]=1[CH3:8].[C:10]([O:18][CH2:19][CH3:20])(=[O:17])[CH2:11][C:12]([O:14][CH2:15][CH3:16])=[O:13].C(=O)([O-])[O-].[Cs+].[Cs+]. (3) Given the product [CH3:1][O:2][C:3]([CH:5]1[C:10](=[O:11])[C:9]([CH3:12])([CH3:13])[CH2:8][N:7]([C:14](=[O:16])[C:33]2[CH:37]=[CH:38][C:30]([F:29])=[CH:31][CH:32]=2)[CH2:6]1)=[O:4], predict the reactants needed to synthesize it. The reactants are: [CH3:1][O:2][C:3]([CH:5]1[C:10](=[O:11])[C:9]([CH3:13])([CH3:12])[CH2:8][N:7]([C:14]([O:16]C(C)(C)C)=O)[CH2:6]1)=[O:4].Cl.C(N(CC)CC)C.[F:29][C:30]1[CH:38]=[CH:37][C:33](C(Cl)=O)=[CH:32][CH:31]=1. (4) Given the product [O:18]=[C:17]1[N:16]([C:19]2[CH:24]=[CH:23][C:22]([N:25]3[CH2:30][CH2:29][O:28][CH2:27][C:26]3=[O:31])=[CH:21][CH:20]=2)[CH2:3][C@H:2]([CH2:4][N:5]2[C:13](=[O:14])[C:12]3[C:7](=[CH:8][CH:9]=[CH:10][CH:11]=3)[C:6]2=[O:15])[O:1]1, predict the reactants needed to synthesize it. The reactants are: [O:1]1[CH2:3][C@@H:2]1[CH2:4][N:5]1[C:13](=[O:14])[C:12]2[C:7](=[CH:8][CH:9]=[CH:10][CH:11]=2)[C:6]1=[O:15].[N:16]([C:19]1[CH:24]=[CH:23][C:22]([N:25]2[CH2:30][CH2:29][O:28][CH2:27][C:26]2=[O:31])=[CH:21][CH:20]=1)=[C:17]=[O:18].[Cl-].[Mg+2].[Cl-]. (5) Given the product [Cl:34][C:31]1[CH:32]=[CH:33][C:28]([N:9]2[CH:10]=[C:11]([C:13]([N:15]3[CH2:16][CH:17]=[C:18]([C:22]4[CH:27]=[CH:26][CH:25]=[CH:24][CH:23]=4)[CH2:19][CH2:20]3)=[O:14])[N:12]=[C:8]2[C:3]2[CH:4]=[CH:5][CH:6]=[CH:7][C:2]=2[CH3:1])=[CH:29][CH:30]=1, predict the reactants needed to synthesize it. The reactants are: [CH3:1][C:2]1[CH:7]=[CH:6][CH:5]=[CH:4][C:3]=1[C:8]1[N:9]([C:28]2[CH:33]=[CH:32][C:31]([Cl:34])=[CH:30][CH:29]=2)[CH:10]=[C:11]([C:13]([N:15]2[CH2:20][CH2:19][C:18]([C:22]3[CH:27]=[CH:26][CH:25]=[CH:24][CH:23]=3)(O)[CH2:17][CH2:16]2)=[O:14])[N:12]=1.Cl. (6) Given the product [CH3:1][O:2][C:3](=[O:17])[C:4]1[CH:9]=[C:8]([O:10][CH3:18])[CH:7]=[C:6]([O:11][C:12](=[S:16])[N:13]([CH3:14])[CH3:15])[CH:5]=1, predict the reactants needed to synthesize it. The reactants are: [CH3:1][O:2][C:3](=[O:17])[C:4]1[CH:9]=[C:8]([OH:10])[CH:7]=[C:6]([O:11][C:12](=[S:16])[N:13]([CH3:15])[CH3:14])[CH:5]=1.[C:18]([O-])([O-])=O.[K+].[K+].IC. (7) Given the product [N:11]1([C:14]2[N:15]=[CH:16][C:17]([NH:20][C:21]([C:23]3[N:24]=[C:25]([C:32]4[CH:37]=[CH:36][CH:35]=[CH:34][CH:33]=4)[O:26][C:27]=3[C:28]([F:30])([F:31])[F:29])=[O:22])=[CH:18][CH:19]=2)[CH2:12][CH2:13][NH:8][CH2:9][CH2:10]1, predict the reactants needed to synthesize it. The reactants are: C(OC([N:8]1[CH2:13][CH2:12][N:11]([C:14]2[CH:19]=[CH:18][C:17]([NH:20][C:21]([C:23]3[N:24]=[C:25]([C:32]4[CH:37]=[CH:36][CH:35]=[CH:34][CH:33]=4)[O:26][C:27]=3[C:28]([F:31])([F:30])[F:29])=[O:22])=[CH:16][N:15]=2)[CH2:10][CH2:9]1)=O)(C)(C)C.Cl. (8) The reactants are: [O:1]=O.[F:3][C:4]1([C:7]2[CH:12]=[CH:11]C(C)=[CH:9][CH:8]=2)[CH2:6][CH2:5]1.[CH:14](=[O:16])[CH3:15]. Given the product [F:3][C:4]1([C:7]2[CH:12]=[CH:11][C:15]([C:14]([OH:1])=[O:16])=[CH:9][CH:8]=2)[CH2:6][CH2:5]1, predict the reactants needed to synthesize it. (9) Given the product [Cl:1]([O-:5])(=[O:4])(=[O:3])=[O:2].[C:6]([O:10][C:11](=[O:36])[CH2:12][N+:13]1([CH2:28][C:29](=[O:35])[O:30][C:31]([CH3:34])([CH3:33])[CH3:32])[CH2:15][C@@H:14]1[CH3:16])([CH3:8])([CH3:7])[CH3:9], predict the reactants needed to synthesize it. The reactants are: [Cl:1]([O-:5])(=[O:4])(=[O:3])=[O:2].[C:6]([O:10][C:11](=[O:36])[CH2:12][N+:13]1([CH2:28][C:29](=[O:35])[O:30][C:31]([CH3:34])([CH3:33])[CH3:32])[CH2:15][CH:14]1[CH2:16]CCC1C=CC([N+]([O-])=O)=CC=1)([CH3:9])([CH3:8])[CH3:7].BrC(CCCC1C=CC([N+]([O-])=O)=CC=1)CN(CC(OC(C)(C)C)=O)CC([O-])=O. (10) Given the product [CH3:31][C:32]1([CH3:48])[C:36]([CH3:38])([CH3:37])[O:35][B:34]([C:18]2[CH:19]=[CH:20][C:21]3[N:22]([N:24]=[C:25]([NH:27][C:28](=[O:30])[CH3:29])[N:26]=3)[CH:23]=2)[O:33]1, predict the reactants needed to synthesize it. The reactants are: NC1N=C2C=CC(Br)=CN2N=1.C(Cl)(=O)C.N.Br[C:18]1[CH:19]=[CH:20][C:21]2[N:22]([N:24]=[C:25]([NH:27][C:28](=[O:30])[CH3:29])[N:26]=2)[CH:23]=1.[CH3:31][C:32]1([CH3:48])[C:36]([CH3:38])([CH3:37])[O:35][B:34]([B:34]2[O:35][C:36]([CH3:38])([CH3:37])[C:32]([CH3:48])([CH3:31])[O:33]2)[O:33]1.C(=O)([O-])[O-].[Na+].[Na+].